This data is from Forward reaction prediction with 1.9M reactions from USPTO patents (1976-2016). The task is: Predict the product of the given reaction. (1) Given the reactants [Si:1]([O:18][CH2:19][C:20]1[C:25]([N:26]2[CH2:31][C@H:30]([CH3:32])[O:29][C@H:28]([CH3:33])[CH2:27]2)=[C:24]([F:34])[C:23]([F:35])=[CH:22][CH:21]=1)([C:14]([CH3:17])([CH3:16])[CH3:15])([C:8]1[CH:13]=[CH:12][CH:11]=[CH:10][CH:9]=1)[C:2]1[CH:7]=[CH:6][CH:5]=[CH:4][CH:3]=1.[CH3:36][N:37]1[C:41]([CH:42]=[O:43])=[CH:40][N:39]=[CH:38]1.C([Li])(CC)C, predict the reaction product. The product is: [Si:1]([O:18][CH2:19][C:20]1[C:25]([N:26]2[CH2:31][C@H:30]([CH3:32])[O:29][C@H:28]([CH3:33])[CH2:27]2)=[C:24]([F:34])[C:23]([F:35])=[C:22]([CH:42]([C:41]2[N:37]([CH3:36])[CH:38]=[N:39][CH:40]=2)[OH:43])[CH:21]=1)([C:14]([CH3:16])([CH3:17])[CH3:15])([C:2]1[CH:7]=[CH:6][CH:5]=[CH:4][CH:3]=1)[C:8]1[CH:13]=[CH:12][CH:11]=[CH:10][CH:9]=1. (2) Given the reactants C(O[C:5](=[O:7])[CH3:6])(=O)C.[Cl:8][C:9]1[CH:14]=[CH:13][CH:12]=[CH:11][C:10]=1[C:15]1[CH:20]=[CH:19][CH:18]=[CH:17][C:16]=1[CH2:21][C:22]([NH:24]O)=[NH:23], predict the reaction product. The product is: [Cl:8][C:9]1[CH:14]=[CH:13][CH:12]=[CH:11][C:10]=1[C:15]1[CH:20]=[CH:19][CH:18]=[CH:17][C:16]=1[CH2:21][C:22]([NH:24][C:5](=[O:7])[CH3:6])=[NH:23]. (3) The product is: [F:30][C:31]1([F:39])[CH2:36][CH2:35][CH:34]([CH2:37][CH:6]([C:7]2[CH:20]=[CH:19][C:18]3[S:17](=[O:22])(=[O:21])[C:16]4[C:11](=[CH:12][CH:13]=[CH:14][CH:15]=4)[NH:10][C:9]=3[CH:8]=2)[C:4]([NH:65][C:63]2[S:62][C:60]3[C:59]([N:64]=2)=[CH:58][CH:57]=[C:56]([O:55][CH3:54])[N:61]=3)=[O:3])[CH2:33][CH2:32]1. Given the reactants C([O:3][C:4]([CH2:6][C:7]1[CH:20]=[CH:19][C:18]2[S:17](=[O:22])(=[O:21])[C:16]3[C:11](=[CH:12][CH:13]=[CH:14][CH:15]=3)[N:10](C(OC(C)(C)C)=O)[C:9]=2[CH:8]=1)=O)C.[F:30][C:31]1([F:39])[CH2:36][CH2:35][CH:34]([CH2:37]I)[CH2:33][CH2:32]1.FC1(F)CCC(C(OCC)=O)CC1.[I-].[CH3:54][O:55][C:56]1[N:61]=[C:60]2[S:62][C:63]([NH2:65])=[N:64][C:59]2=[CH:58][CH:57]=1, predict the reaction product.